This data is from Full USPTO retrosynthesis dataset with 1.9M reactions from patents (1976-2016). The task is: Predict the reactants needed to synthesize the given product. (1) Given the product [CH:1]([O:4][C:5](=[O:34])[CH2:6][CH2:7][CH2:8][CH2:9][CH2:10][O:11][C:12]1[C:13]([NH:33][S:45]([C:42]2[CH:41]=[CH:40][C:39]([NH:38][C:35](=[O:37])[CH3:36])=[CH:44][CH:43]=2)(=[O:47])=[O:46])=[CH:14][C:15]2[N:19]=[C:18]([C:20]3[CH:21]=[CH:22][CH:23]=[CH:24][CH:25]=3)[N:17]([C:26]3[CH:27]=[CH:28][CH:29]=[CH:30][CH:31]=3)[C:16]=2[CH:32]=1)([CH3:3])[CH3:2], predict the reactants needed to synthesize it. The reactants are: [CH:1]([O:4][C:5](=[O:34])[CH2:6][CH2:7][CH2:8][CH2:9][CH2:10][O:11][C:12]1[C:13]([NH2:33])=[CH:14][C:15]2[N:19]=[C:18]([C:20]3[CH:25]=[CH:24][CH:23]=[CH:22][CH:21]=3)[N:17]([C:26]3[CH:31]=[CH:30][CH:29]=[CH:28][CH:27]=3)[C:16]=2[CH:32]=1)([CH3:3])[CH3:2].[C:35]([NH:38][C:39]1[CH:44]=[CH:43][C:42]([S:45](Cl)(=[O:47])=[O:46])=[CH:41][CH:40]=1)(=[O:37])[CH3:36]. (2) Given the product [NH2:24][C:21]1[CH:22]=[CH:23][C:2]([CH3:1])=[C:3]([CH:20]=1)[C:4]([N:6]1[CH2:11][CH2:10][CH:9]([C:12]2[CH:13]=[CH:14][C:15]([C:16]#[N:17])=[CH:18][CH:19]=2)[CH2:8][CH2:7]1)=[O:5], predict the reactants needed to synthesize it. The reactants are: [CH3:1][C:2]1[CH:23]=[CH:22][C:21]([N+:24]([O-])=O)=[CH:20][C:3]=1[C:4]([N:6]1[CH2:11][CH2:10][CH:9]([C:12]2[CH:19]=[CH:18][C:15]([C:16]#[N:17])=[CH:14][CH:13]=2)[CH2:8][CH2:7]1)=[O:5]. (3) Given the product [F:8][C:7]1[C:2]([N:9]2[CH2:14][CH2:13][NH:12][CH2:11][CH2:10]2)=[N:3][CH:4]=[CH:5][CH:6]=1, predict the reactants needed to synthesize it. The reactants are: Cl[C:2]1[C:7]([F:8])=[CH:6][CH:5]=[CH:4][N:3]=1.[NH:9]1[CH2:14][CH2:13][NH:12][CH2:11][CH2:10]1. (4) Given the product [N+:61]([C:57]1[CH:56]=[C:55]([S:52]([CH2:51][CH2:50][O:49][C:47](=[O:48])[CH2:46][CH2:45][CH2:44][C:43]([O:42][CH2:41][CH2:40][S:37]([C:33]2[CH:34]=[CH:35][CH:36]=[C:31]([N+:28]([O-:30])=[O:29])[CH:32]=2)(=[O:38])=[O:39])=[O:81])(=[O:54])=[O:53])[CH:60]=[CH:59][CH:58]=1)([O-:63])=[O:62], predict the reactants needed to synthesize it. The reactants are: CC1C(CS(C2NC3C=CC=CC=3N=2)=O)=NC=CC=1OCC(F)(F)F.[H-].[Na+].[N+:28]([C:31]1[CH:32]=[C:33]([S:37]([CH2:40][CH2:41][O:42][C:43](=[O:81])[CH:44](NC(=O)COC2C=C(C)C(S(Cl)(=O)=O)=C(C)C=2)[CH2:45][CH2:46][C:47]([O:49][CH2:50][CH2:51][S:52]([C:55]2[CH:60]=[CH:59][CH:58]=[C:57]([N+:61]([O-:63])=[O:62])[CH:56]=2)(=[O:54])=[O:53])=[O:48])(=[O:39])=[O:38])[CH:34]=[CH:35][CH:36]=1)([O-:30])=[O:29].O. (5) Given the product [Cl:1][C:2]1[CH:3]=[C:4]([N+:12]([O-:14])=[O:13])[C:5]([CH3:11])=[C:6]([CH:10]=1)[C:7]([O:9][CH3:15])=[O:8], predict the reactants needed to synthesize it. The reactants are: [Cl:1][C:2]1[CH:3]=[C:4]([N+:12]([O-:14])=[O:13])[C:5]([CH3:11])=[C:6]([CH:10]=1)[C:7]([OH:9])=[O:8].[C:15](=O)([O-])[O-].[Na+].[Na+].CI. (6) The reactants are: [Cl:1][C:2]1[CH:7]=[C:6](I)[CH:5]=[C:4]([Cl:9])[C:3]=1[CH3:10].CC([O-])=O.[K+].[B:16]1([B:16]2[O:20][C:19]([CH3:22])([CH3:21])[C:18]([CH3:24])([CH3:23])[O:17]2)[O:20][C:19]([CH3:22])([CH3:21])[C:18]([CH3:24])([CH3:23])[O:17]1. Given the product [Cl:1][C:2]1[CH:7]=[C:6]([B:16]2[O:20][C:19]([CH3:22])([CH3:21])[C:18]([CH3:24])([CH3:23])[O:17]2)[CH:5]=[C:4]([Cl:9])[C:3]=1[CH3:10], predict the reactants needed to synthesize it.